This data is from Catalyst prediction with 721,799 reactions and 888 catalyst types from USPTO. The task is: Predict which catalyst facilitates the given reaction. (1) Reactant: [NH2:1][C:2]1[CH:6]=[C:5]([C:7]2[CH:12]=[CH:11][N:10]=[CH:9][CH:8]=2)[S:4][C:3]=1[C:13]([NH2:15])=[O:14].[O:16]1[CH2:20][CH2:19][C:18](=O)[CH2:17]1.O.C1(C)C=CC(S(O)(=O)=O)=CC=1.C(=O)([O-])O.[Na+]. Product: [N:10]1[CH:9]=[CH:8][C:7]([C:5]2[S:4][C:3]3[C:13](=[O:14])[NH:15][C:18]4([CH2:19][CH2:20][O:16][CH2:17]4)[NH:1][C:2]=3[CH:6]=2)=[CH:12][CH:11]=1. The catalyst class is: 15. (2) Reactant: [OH:1][C:2]1[CH:11]=[C:10]2[C:5]([C:6]([O:12][C:13]3[CH:14]=[C:15]4[C:19](=[CH:20][CH:21]=3)[NH:18][CH:17]=[C:16]4[CH3:22])=[N:7][CH:8]=[N:9]2)=[CH:4][C:3]=1[O:23][CH3:24].C(=O)([O-])[O-].[K+].[K+].S(C1C=CC(C)=CC=1)(OO[CH2:36][CH2:37][CH2:38][N:39]1[CH2:44][CH2:43][S:42](=[O:46])(=[O:45])[CH2:41][CH2:40]1)(=O)=O. Product: [O:46]=[S:42]1(=[O:45])[CH2:43][CH2:44][N:39]([CH2:38][CH2:37][CH2:36][O:1][C:2]2[CH:11]=[C:10]3[C:5]([C:6]([O:12][C:13]4[CH:14]=[C:15]5[C:19](=[CH:20][CH:21]=4)[NH:18][CH:17]=[C:16]5[CH3:22])=[N:7][CH:8]=[N:9]3)=[CH:4][C:3]=2[O:23][CH3:24])[CH2:40][CH2:41]1. The catalyst class is: 3. (3) Reactant: [CH2:1]([O:3][C:4]([C:6]1[C:11]([Br:12])=[CH:10][N:9]=[C:8](S(C)(=O)=O)[N:7]=1)=[O:5])[CH3:2].[CH3:17][O:18][CH2:19][CH2:20][NH2:21]. Product: [CH2:1]([O:3][C:4]([C:6]1[C:11]([Br:12])=[CH:10][N:9]=[C:8]([NH:21][CH2:20][CH2:19][O:18][CH3:17])[N:7]=1)=[O:5])[CH3:2]. The catalyst class is: 4.